Dataset: Peptide-MHC class II binding affinity with 134,281 pairs from IEDB. Task: Regression. Given a peptide amino acid sequence and an MHC pseudo amino acid sequence, predict their binding affinity value. This is MHC class II binding data. (1) The peptide sequence is DRWLDLRYVGPASAD. The MHC is HLA-DPA10201-DPB10101 with pseudo-sequence HLA-DPA10201-DPB10101. The binding affinity (normalized) is 0.135. (2) The MHC is DRB4_0103 with pseudo-sequence DRB4_0103. The peptide sequence is LRKVKRVVASLMRGL. The binding affinity (normalized) is 0.898. (3) The peptide sequence is ISHVVKWKRDEHYTV. The MHC is DRB1_0101 with pseudo-sequence DRB1_0101. The binding affinity (normalized) is 0.177. (4) The peptide sequence is AAFSRMLSLFFRQHI. The MHC is DRB1_0802 with pseudo-sequence DRB1_0802. The binding affinity (normalized) is 0.325. (5) The peptide sequence is AFKVAMTAANAAPAN. The MHC is HLA-DPA10103-DPB10301 with pseudo-sequence HLA-DPA10103-DPB10301. The binding affinity (normalized) is 0.633.